This data is from Full USPTO retrosynthesis dataset with 1.9M reactions from patents (1976-2016). The task is: Predict the reactants needed to synthesize the given product. Given the product [NH2:1][C:2]1[C:3]([C:4]([O:6][CH2:7][CH:8]=[CH2:9])=[O:21])=[C:10]([NH2:11])[NH:23][N:22]=1, predict the reactants needed to synthesize it. The reactants are: [NH2:1][C:2](C(Cl)(Cl)Cl)=[C:3]([C:10]#[N:11])[C:4]([O:6][CH2:7][CH:8]=[CH2:9])=O.CC([O-])=O.[K+].[OH2:21].[NH2:22][NH2:23].C(Cl)Cl.